From a dataset of Full USPTO retrosynthesis dataset with 1.9M reactions from patents (1976-2016). Predict the reactants needed to synthesize the given product. (1) Given the product [ClH:1].[CH:14]([C:6]1[C:5]([C:3](=[O:4])[CH:2]([N:18]2[CH2:23][CH2:22][CH2:21][CH2:20][CH2:19]2)[CH3:17])=[C:9]2[CH:10]=[CH:11][CH:12]=[CH:13][N:8]2[N:7]=1)([CH3:16])[CH3:15], predict the reactants needed to synthesize it. The reactants are: [Cl:1][CH:2]([CH3:17])[C:3]([C:5]1[C:6]([CH:14]([CH3:16])[CH3:15])=[N:7][N:8]2[CH:13]=[CH:12][CH:11]=[CH:10][C:9]=12)=[O:4].[NH:18]1[CH2:23][CH2:22][CH2:21][CH2:20][CH2:19]1.[Na+].[I-]. (2) Given the product [C:3]([O:7][C:8](=[O:23])[N:9]([CH2:10][CH2:11][C:12]1[CH:17]=[CH:16][C:15]([O:18][CH3:19])=[CH:14][C:13]=1[N+:20]([O-:22])=[O:21])[CH3:25])([CH3:6])([CH3:4])[CH3:5], predict the reactants needed to synthesize it. The reactants are: [H-].[Na+].[C:3]([O:7][C:8](=[O:23])[NH:9][CH2:10][CH2:11][C:12]1[CH:17]=[CH:16][C:15]([O:18][CH3:19])=[CH:14][C:13]=1[N+:20]([O-:22])=[O:21])([CH3:6])([CH3:5])[CH3:4].I[CH3:25]. (3) Given the product [C:1]([C:4]1[C:5]([O:17][CH2:29][CH2:28][CH2:27][O:26][C:23]2[CH:22]=[CH:21][C:20]([C:19]([F:32])([F:18])[F:31])=[CH:25][N:24]=2)=[C:6]([Cl:16])[CH:7]=[C:8]([O:10][CH2:11][CH:12]=[C:13]([Cl:15])[Cl:14])[CH:9]=1)(=[O:3])[CH3:2], predict the reactants needed to synthesize it. The reactants are: [C:1]([C:4]1[C:5]([OH:17])=[C:6]([Cl:16])[CH:7]=[C:8]([O:10][CH2:11][CH:12]=[C:13]([Cl:15])[Cl:14])[CH:9]=1)(=[O:3])[CH3:2].[F:18][C:19]([F:32])([F:31])[C:20]1[CH:21]=[CH:22][C:23]([O:26][CH2:27][CH2:28][CH2:29]O)=[N:24][CH:25]=1.C1(P(C2C=CC=CC=2)C2C=CC=CC=2)C=CC=CC=1.N(C(OCC)=O)=NC(OCC)=O. (4) Given the product [F:29][CH2:28][CH2:27][NH:25][C@H:22]1[CH2:23][CH2:24][C@H:19]([NH:18][C:15]2[N:14]=[CH:13][C:12]3[C:17](=[C:8]([O:7][CH:4]4[CH2:3][CH2:2][O:1][CH2:6][CH2:5]4)[CH:9]=[CH:10][CH:11]=3)[N:16]=2)[CH2:20][CH2:21]1, predict the reactants needed to synthesize it. The reactants are: [O:1]1[CH2:6][CH2:5][CH:4]([O:7][C:8]2[CH:9]=[CH:10][CH:11]=[C:12]3[C:17]=2[N:16]=[C:15]([NH:18][C@H:19]2[CH2:24][CH2:23][C@H:22]([NH2:25])[CH2:21][CH2:20]2)[N:14]=[CH:13]3)[CH2:3][CH2:2]1.Br[CH2:27][CH2:28][F:29].C([O-])([O-])=O.[K+].[K+].[Na+].[I-]. (5) Given the product [CH2:26]([O:25][C:23]([C:22]([CH3:29])([O:8][C:9]1[CH:10]=[CH:11][C:12]([CH2:15][CH2:16][CH2:17][C:18]([OH:20])=[O:19])=[CH:13][CH:14]=1)[CH3:28])=[O:24])[CH3:27], predict the reactants needed to synthesize it. The reactants are: [O-]CC.[Na+].C(O)C.[OH:8][C:9]1[CH:14]=[CH:13][C:12]([CH2:15][CH2:16][CH2:17][C:18]([OH:20])=[O:19])=[CH:11][CH:10]=1.Br[C:22]([CH3:29])([CH3:28])[C:23]([O:25][CH2:26][CH3:27])=[O:24]. (6) Given the product [Br:18][CH2:19][CH2:20][CH2:21][NH:22][C:8](=[O:9])[CH:7]([C:11]1[CH:16]=[CH:15][CH:14]=[CH:13][CH:12]=1)[C:1]1[CH:6]=[CH:5][CH:4]=[CH:3][CH:2]=1, predict the reactants needed to synthesize it. The reactants are: [C:1]1([CH:7]([C:11]2[CH:16]=[CH:15][CH:14]=[CH:13][CH:12]=2)[C:8](Cl)=[O:9])[CH:6]=[CH:5][CH:4]=[CH:3][CH:2]=1.Br.[Br:18][CH2:19][CH2:20][CH2:21][NH2:22].C(N(CC)CC)C.O. (7) Given the product [CH3:8][O:9][C:10]1[CH:11]=[CH:12][C:13]([C:16]2[CH:17]=[CH:18][C:19]([S:22]([NH:25][CH:26]([CH2:31][CH:32]([OH:34])[CH2:33][O:1][C:2]3[N:7]=[CH:6][CH:5]=[CH:4][N:3]=3)[C:27]([OH:29])=[O:28])(=[O:23])=[O:24])=[CH:20][CH:21]=2)=[CH:14][CH:15]=1, predict the reactants needed to synthesize it. The reactants are: [OH:1][C:2]1[N:7]=[CH:6][CH:5]=[CH:4][N:3]=1.[CH3:8][O:9][C:10]1[CH:15]=[CH:14][C:13]([C:16]2[CH:21]=[CH:20][C:19]([S:22]([NH:25][CH:26]([CH2:31][CH:32]3[O:34][CH2:33]3)[C:27]([O:29]C)=[O:28])(=[O:24])=[O:23])=[CH:18][CH:17]=2)=[CH:12][CH:11]=1.